Dataset: Forward reaction prediction with 1.9M reactions from USPTO patents (1976-2016). Task: Predict the product of the given reaction. (1) Given the reactants F[C:2]1[CH:7]=[CH:6][C:5]([C:8]2[C:9]([NH2:37])=[N:10][CH:11]=[N:12][C:13]=2[N:14]2[CH2:19][CH2:18][CH:17]([C:20]3[N:21]([CH3:36])[CH:22]=[C:23]([C:25]4[CH:30]=[CH:29][C:28]([F:31])=[C:27]([C:32]([F:35])([F:34])[F:33])[CH:26]=4)[N:24]=3)[CH2:16][CH2:15]2)=[CH:4][CH:3]=1.C1(B(O)O)C=CC=CC=1, predict the reaction product. The product is: [F:31][C:28]1[CH:29]=[CH:30][C:25]([C:23]2[N:24]=[C:20]([CH:17]3[CH2:16][CH2:15][N:14]([C:13]4[N:12]=[CH:11][N:10]=[C:9]([NH2:37])[C:8]=4[C:5]4[CH:4]=[CH:3][CH:2]=[CH:7][CH:6]=4)[CH2:19][CH2:18]3)[N:21]([CH3:36])[CH:22]=2)=[CH:26][C:27]=1[C:32]([F:35])([F:33])[F:34]. (2) Given the reactants [CH3:1][C:2]([C:4]1[CH:9]=[C:8]([O:10][CH2:11][C:12]([F:15])([F:14])[F:13])[CH:7]=[CH:6][C:5]=1[O:16][CH2:17][C:18]([F:21])([F:20])[F:19])=[O:3].[N+:22]([C:25]1[CH:32]=[CH:31][C:28]([CH:29]=O)=[CH:27][CH:26]=1)([O-:24])=[O:23].C(O)C.[OH-].[Na+], predict the reaction product. The product is: [F:21][C:18]([F:19])([F:20])[CH2:17][O:16][C:5]1[CH:6]=[CH:7][C:8]([O:10][CH2:11][C:12]([F:13])([F:14])[F:15])=[CH:9][C:4]=1[C:2](=[O:3])[CH:1]=[CH:29][C:28]1[CH:31]=[CH:32][C:25]([N+:22]([O-:24])=[O:23])=[CH:26][CH:27]=1.